This data is from Reaction yield outcomes from USPTO patents with 853,638 reactions. The task is: Predict the reaction yield, written as a fraction of the theoretical maximum amount of product (1.0 means a 100% yield; for example, 0.34 means a 34% yield). The reactants are [Cl:1][C:2]1[CH:10]=[C:9]2[C:5]([C:6]([C:11](=[O:16])C(F)(F)F)=[CH:7][NH:8]2)=[CH:4][CH:3]=1.C(=O)([O-])[O-].[K+].[K+].Br[CH2:24][CH2:25][CH2:26][CH2:27][CH3:28].[OH-:29].[Na+]. The catalyst is CN(C)C=O. The product is [Cl:1][C:2]1[CH:10]=[C:9]2[C:5]([C:6]([C:11]([OH:16])=[O:29])=[CH:7][N:8]2[CH2:24][CH2:25][CH2:26][CH2:27][CH3:28])=[CH:4][CH:3]=1. The yield is 0.980.